From a dataset of Peptide-MHC class I binding affinity with 185,985 pairs from IEDB/IMGT. Regression. Given a peptide amino acid sequence and an MHC pseudo amino acid sequence, predict their binding affinity value. This is MHC class I binding data. (1) The peptide sequence is HLKEKSSLR. The MHC is HLA-B27:03 with pseudo-sequence HLA-B27:03. The binding affinity (normalized) is 0.0847. (2) The peptide sequence is RLYPDAPPL. The MHC is HLA-A02:01 with pseudo-sequence HLA-A02:01. The binding affinity (normalized) is 0.827.